This data is from Forward reaction prediction with 1.9M reactions from USPTO patents (1976-2016). The task is: Predict the product of the given reaction. (1) Given the reactants CS(C)=O.C(Cl)(=O)C(Cl)=O.[C:11]([O:15][C:16]([N:18]1[CH2:22][CH2:21][C@@H:20]([O:23][Si:24]([C:27]([CH3:30])([CH3:29])[CH3:28])([CH3:26])[CH3:25])[C@H:19]1[CH2:31][OH:32])=[O:17])([CH3:14])([CH3:13])[CH3:12].C(N(CC)CC)C, predict the reaction product. The product is: [C:11]([O:15][C:16]([N:18]1[CH2:22][CH2:21][C@@H:20]([O:23][Si:24]([C:27]([CH3:30])([CH3:29])[CH3:28])([CH3:26])[CH3:25])[C@H:19]1[CH:31]=[O:32])=[O:17])([CH3:14])([CH3:13])[CH3:12]. (2) Given the reactants Cl[C:2]1[N:10]([CH2:11][C:12]2[CH:19]=[CH:18][CH:17]=[CH:16][C:13]=2[C:14]#[N:15])[C:9]2[C:8](=[O:20])[N:7]([CH3:21])[C:6](=[O:22])[N:5]([CH3:23])[C:4]=2[N:3]=1.[C@@H:24]1([NH2:32])[CH2:30][CH2:29][CH2:28][CH2:27][CH2:26][C@@H:25]1[NH2:31], predict the reaction product. The product is: [NH2:31][C@H:25]1[CH2:26][CH2:27][CH2:28][CH2:29][CH2:30][C@H:24]1[NH:32][C:2]1[N:10]([CH2:11][C:12]2[CH:19]=[CH:18][CH:17]=[CH:16][C:13]=2[C:14]#[N:15])[C:9]2[C:8](=[O:20])[N:7]([CH3:21])[C:6](=[O:22])[N:5]([CH3:23])[C:4]=2[N:3]=1. (3) Given the reactants [C:1]([O:5][C:6]([N:8]1[CH2:13][CH2:12][N:11]([C:14]2[CH:19]=[CH:18][C:17]([C:20](=[O:35])[NH:21][C:22]3[CH:27]=[C:26]([O:28][C:29]([F:32])([F:31])[F:30])[C:25](Br)=[CH:24][C:23]=3[Cl:34])=[CH:16][N:15]=2)[C@H:10]([CH3:36])[CH2:9]1)=[O:7])([CH3:4])([CH3:3])[CH3:2].[CH3:37][O:38][C:39](=[O:75])[NH:40][C@H:41]([C:45]([N:47]1[CH2:51][C@@H:50]([CH3:52])[CH2:49][C@H:48]1[C:53]1[NH:57][C:56]2[C:58]3[C:63]([CH:64]=[CH:65][C:55]=2[N:54]=1)=[CH:62][C:61](B1OC(C)(C)C(C)(C)O1)=[CH:60][CH:59]=3)=[O:46])[CH:42]([CH3:44])[CH3:43].O.C(=O)([O-])[O-].[K+].[K+], predict the reaction product. The product is: [C:1]([O:5][C:6]([N:8]1[CH2:13][CH2:12][N:11]([C:14]2[CH:19]=[CH:18][C:17]([C:20](=[O:35])[NH:21][C:22]3[CH:27]=[C:26]([O:28][C:29]([F:32])([F:31])[F:30])[C:25]([C:61]4[CH:62]=[C:63]5[C:58](=[CH:59][CH:60]=4)[C:56]4[N:57]=[C:53]([C@@H:48]6[CH2:49][C@H:50]([CH3:52])[CH2:51][N:47]6[C:45](=[O:46])[C@@H:41]([NH:40][C:39]([O:38][CH3:37])=[O:75])[CH:42]([CH3:43])[CH3:44])[NH:54][C:55]=4[CH:65]=[CH:64]5)=[CH:24][C:23]=3[Cl:34])=[CH:16][N:15]=2)[C@H:10]([CH3:36])[CH2:9]1)=[O:7])([CH3:4])([CH3:3])[CH3:2]. (4) Given the reactants [OH:1][C:2]1[CH:7]=[CH:6][N:5]([CH3:8])[C:4](=[O:9])[CH:3]=1.C(N(CC)CC)C.[CH3:17][O:18][C:19]1[CH:20]=[C:21]([S:29](Cl)(=[O:31])=[O:30])[CH:22]=[C:23]([O:27][CH3:28])[C:24]=1[O:25][CH3:26], predict the reaction product. The product is: [CH3:28][O:27][C:23]1[CH:22]=[C:21]([S:29]([O:1][C:2]2[CH:7]=[CH:6][N:5]([CH3:8])[C:4](=[O:9])[CH:3]=2)(=[O:30])=[O:31])[CH:20]=[C:19]([O:18][CH3:17])[C:24]=1[O:25][CH3:26]. (5) Given the reactants [F:1][C:2]1[CH:3]=[C:4]([C:9]2([O:14][CH3:15])[CH2:13][CH2:12][NH:11][CH2:10]2)[CH:5]=[C:6]([F:8])[CH:7]=1.O.[CH2:17](OCC)C, predict the reaction product. The product is: [F:1][C:2]1[CH:3]=[C:4]([C:9]2([O:14][CH3:15])[CH2:13][CH2:12][N:11]([CH3:17])[CH2:10]2)[CH:5]=[C:6]([F:8])[CH:7]=1.